The task is: Predict which catalyst facilitates the given reaction.. This data is from Catalyst prediction with 721,799 reactions and 888 catalyst types from USPTO. (1) Reactant: Br[CH:2]1[CH2:6][CH2:5][O:4][CH:3]1[O:7][CH2:8][C:9]#[CH:10].C(#N)C.C(N(CC)CC)C. Product: [CH2:10]=[C:9]1[CH:2]2[CH:3]([O:4][CH2:5][CH2:6]2)[O:7][CH2:8]1. The catalyst class is: 6. (2) Reactant: [NH:1]([C:8]([NH:10][C:11]1[CH:39]=[CH:38][C:14]([O:15][C:16]2[CH:21]=[CH:20][N:19]=[C:18]([NH:22][C:23]([CH:25]3[CH2:30][CH2:29][N:28]([C:31](OC(C)(C)C)=O)[CH2:27][CH2:26]3)=[O:24])[CH:17]=2)=[CH:13][C:12]=1[Cl:40])=[O:9])[C:2]1[CH:7]=[CH:6][CH:5]=[CH:4][CH:3]=1.O.C(=O)(O)[O-].[Na+].[OH-].[Na+]. Product: [NH:1]([C:8]([NH:10][C:11]1[CH:39]=[CH:38][C:14]([O:15][C:16]2[CH:21]=[CH:20][N:19]=[C:18]([NH:22][C:23]([CH:25]3[CH2:26][CH2:27][N:28]([CH3:31])[CH2:29][CH2:30]3)=[O:24])[CH:17]=2)=[CH:13][C:12]=1[Cl:40])=[O:9])[C:2]1[CH:7]=[CH:6][CH:5]=[CH:4][CH:3]=1. The catalyst class is: 55.